Dataset: Forward reaction prediction with 1.9M reactions from USPTO patents (1976-2016). Task: Predict the product of the given reaction. (1) Given the reactants Cl.Cl.[NH2:3][C:4]1[NH:8][C:7]2[CH:9]=[CH:10][C:11]([C:13]3[N:18]=[C:17]4[N:19]([CH2:23][CH:24]5[CH2:29][CH2:28][O:27][CH2:26][CH2:25]5)[C:20](=[O:22])[NH:21][C:16]4=[N:15][CH:14]=3)=[CH:12][C:6]=2[N:5]=1.C(OC(N(C(OC(C)(C)C)=O)C1N(C(OC(C)(C)C)=O)C2C=CC([Sn](C)(C)C)=CC=2N=1)=O)(C)(C)C.BrC1N=C2N(CC3CCOCC3)C(=O)NC2=NC=1, predict the reaction product. The product is: [NH2:3][C:4]1[NH:8][C:7]2[CH:9]=[CH:10][C:11]([C:13]3[N:18]=[C:17]4[N:19]([CH2:23][CH:24]5[CH2:25][CH2:26][O:27][CH2:28][CH2:29]5)[C:20](=[O:22])[NH:21][C:16]4=[N:15][CH:14]=3)=[CH:12][C:6]=2[N:5]=1. (2) Given the reactants [B:10]1([B:10]2[O:14][C:13]([CH3:16])([CH3:15])[C:12]([CH3:18])([CH3:17])[O:11]2)[O:14][C:13]([CH3:16])([CH3:15])[C:12]([CH3:18])([CH3:17])[O:11]1.C([O-])(=O)C.[K+].[C:24]1([S:30]([N:33]2[C:37]3=[N:38][CH:39]=[C:40]([C:42]4[CH:43]=[N:44][N:45]([CH3:47])[CH:46]=4)[CH:41]=[C:36]3[C:35](I)=[CH:34]2)(=[O:32])=[O:31])[CH:29]=[CH:28][CH:27]=[CH:26][CH:25]=1, predict the reaction product. The product is: [C:24]1([S:30]([N:33]2[C:37]3=[N:38][CH:39]=[C:40]([C:42]4[CH:43]=[N:44][N:45]([CH3:47])[CH:46]=4)[CH:41]=[C:36]3[C:35]([B:10]3[O:11][C:12]([CH3:17])([CH3:18])[C:13]([CH3:15])([CH3:16])[O:14]3)=[CH:34]2)(=[O:32])=[O:31])[CH:25]=[CH:26][CH:27]=[CH:28][CH:29]=1. (3) Given the reactants [OH:1][C@:2]1([CH3:28])[CH2:19][CH2:18][C@@:17]2([CH3:20])[C@@H:4]([CH2:5][CH2:6][C@@H:7]3[C@@H:16]2[CH2:15][CH2:14][C@@:12]2([CH3:13])[C@H:8]3[CH2:9][CH2:10][C@@H:11]2[C:21]2[O:25][N:24]=[C:23]([CH2:26][OH:27])[CH:22]=2)[CH2:3]1.CC([O-])=O.[Na+].C1C=C[NH+]=CC=1.[O-][Cr](Cl)(=O)=O, predict the reaction product. The product is: [OH:1][C@:2]1([CH3:28])[CH2:19][CH2:18][C@@:17]2([CH3:20])[C@@H:4]([CH2:5][CH2:6][C@@H:7]3[C@@H:16]2[CH2:15][CH2:14][C@@:12]2([CH3:13])[C@H:8]3[CH2:9][CH2:10][C@@H:11]2[C:21]2[O:25][N:24]=[C:23]([CH:26]=[O:27])[CH:22]=2)[CH2:3]1. (4) Given the reactants [OH:1][CH2:2][C:3]1[CH:8]=[CH:7][C:6]([C:9]2[C:14]([N+:15]([O-:17])=[O:16])=[CH:13][C:12]([N+:18]([O-])=O)=[C:11]([CH2:21][C:22](=O)[CH3:23])[CH:10]=2)=[CH:5][CH:4]=1, predict the reaction product. The product is: [CH3:23][C:22]1[NH:18][C:12]2[C:11]([CH:21]=1)=[CH:10][C:9]([C:6]1[CH:7]=[CH:8][C:3]([CH2:2][OH:1])=[CH:4][CH:5]=1)=[C:14]([N+:15]([O-:17])=[O:16])[CH:13]=2.[OH:16][NH:15][C:14]1[CH:13]=[C:12]2[C:11]([CH:21]=[C:22]([CH3:23])[NH:18]2)=[CH:10][C:9]=1[C:6]1[CH:7]=[CH:8][C:3]([CH2:2][OH:1])=[CH:4][CH:5]=1. (5) Given the reactants [CH:1]1([N:4]2[C:13]3[C:8](=[CH:9][C:10]([F:25])=[C:11]([N:16]4[CH2:21][CH2:20][CH:19]([NH2:22])[C:18]([CH3:24])([CH3:23])[CH2:17]4)[C:12]=3[O:14][CH3:15])[C:7](=[O:26])[C:6]([C:27]([OH:29])=[O:28])=[CH:5]2)[CH2:3][CH2:2]1.[CH3:30][S:31]([OH:34])(=[O:33])=[O:32], predict the reaction product. The product is: [CH3:30][S:31]([OH:34])(=[O:33])=[O:32].[CH:1]1([N:4]2[C:13]3[C:8](=[CH:9][C:10]([F:25])=[C:11]([N:16]4[CH2:21][CH2:20][CH:19]([NH2:22])[C:18]([CH3:24])([CH3:23])[CH2:17]4)[C:12]=3[O:14][CH3:15])[C:7](=[O:26])[C:6]([C:27]([OH:29])=[O:28])=[CH:5]2)[CH2:3][CH2:2]1. (6) The product is: [NH2:15][C:13]1[CH:12]=[C:7]([CH:6]=[C:5]([C:3]([NH:2][CH3:1])=[O:4])[CH:14]=1)[C:8]([O:10][CH3:11])=[O:9]. Given the reactants [CH3:1][NH:2][C:3]([C:5]1[CH:6]=[C:7]([CH:12]=[C:13]([N+:15]([O-])=O)[CH:14]=1)[C:8]([O:10][CH3:11])=[O:9])=[O:4].C([O-])=O.[NH4+], predict the reaction product.